From a dataset of Full USPTO retrosynthesis dataset with 1.9M reactions from patents (1976-2016). Predict the reactants needed to synthesize the given product. Given the product [F:2][C:3]([F:11])([F:10])[C:4]([OH:5])([C:6]([F:9])([F:8])[F:7])[C:24]([C:27]1[CH:32]=[CH:31][CH:30]=[CH:29][CH:28]=1)=[O:26], predict the reactants needed to synthesize it. The reactants are: O.[F:2][C:3]([F:11])([F:10])[C:4]([C:6]([F:9])([F:8])[F:7])=[O:5].O.O.[F:2][C:3]([F:11])([F:10])[C:4]([C:6]([F:9])([F:8])[F:7])=[O:5].[C:24]([C:27]1[CH:32]=[CH:31][CH:30]=[CH:29][CH:28]=1)(=[O:26])C.